From a dataset of Forward reaction prediction with 1.9M reactions from USPTO patents (1976-2016). Predict the product of the given reaction. (1) The product is: [CH3:29][O:30][N:22]([CH3:26])[C:12](=[O:14])[CH2:11][C:4]1[CH:5]=[C:6]([F:10])[CH:7]=[C:8]([F:9])[C:3]=1[F:2]. Given the reactants Cl.[F:2][C:3]1[C:8]([F:9])=[CH:7][C:6]([F:10])=[CH:5][C:4]=1[CH2:11][C:12]([OH:14])=O.C1N=CN(C([N:22]2[CH:26]=NC=C2)=O)C=1.C1C[O:30][CH2:29]C1, predict the reaction product. (2) The product is: [S:31]1[CH:7]=[CH:8][C:9]([CH2:11][NH:12][C:13]2[CH:14]=[C:15]([CH:18]=[CH:19][CH:20]=2)[C:16]#[N:17])=[CH:10]1. Given the reactants O1C2[CH:7]=[CH:8][C:9]([CH2:11][NH:12][C:13]3[CH:14]=[C:15]([CH:18]=[CH:19][C:20]=3F)[C:16]#[N:17])=[CH:10]C=2OCC1.NC1C=C(C=CC=1)C#N.[S:31]1C=CC(C=O)=C1, predict the reaction product. (3) The product is: [NH2:1][C:2]1[N:7]=[CH:6][N:5]=[C:4]2[N:8]([CH:12]([C:14]3[O:15][C:16](=[O:30])[C:17]4[C:22]([C:23]=3[C:24]3[CH:29]=[CH:28][CH:27]=[CH:26][CH:25]=3)=[CH:21][CH:20]=[CH:19][CH:18]=4)[CH3:13])[N:9]=[C:10]([C:37]3[CH:36]=[N:35][CH:34]=[C:33]([OH:32])[CH:38]=3)[C:3]=12. Given the reactants [NH2:1][C:2]1[N:7]=[CH:6][N:5]=[C:4]2[N:8]([CH:12]([C:14]3[O:15][C:16](=[O:30])[C:17]4[C:22]([C:23]=3[C:24]3[CH:29]=[CH:28][CH:27]=[CH:26][CH:25]=3)=[CH:21][CH:20]=[CH:19][CH:18]=4)[CH3:13])[N:9]=[C:10](I)[C:3]=12.C[O:32][C:33]1[CH:34]=[N:35][CH:36]=[C:37]([Sn](CCCC)(CCCC)CCCC)[CH:38]=1, predict the reaction product. (4) Given the reactants Cl[C:2]1[N:7]=[CH:6][C:5]([CH2:8][O:9][CH2:10][CH3:11])=[CH:4][N:3]=1.[NH:12]1[CH2:17][CH2:16][CH:15]([C@H:18]2[CH2:20][C@H:19]2[CH2:21][CH2:22][OH:23])[CH2:14][CH2:13]1.C(=O)([O-])[O-].[Cs+].[Cs+], predict the reaction product. The product is: [CH2:10]([O:9][CH2:8][C:5]1[CH:4]=[N:3][C:2]([N:12]2[CH2:17][CH2:16][CH:15]([C@H:18]3[CH2:20][C@H:19]3[CH2:21][CH2:22][OH:23])[CH2:14][CH2:13]2)=[N:7][CH:6]=1)[CH3:11]. (5) Given the reactants [F-].C([N+](CCCC)(CCCC)CCCC)CCC.[Cl:19][C:20]1[CH:25]=[CH:24][CH:23]=[C:22]([C:26]#[N:27])[C:21]=1[N:28]1[C:32]2=[N:33][CH:34]=[N:35][C:36]([O:37][C@@H:38]([CH2:49][O:50][C@H:51]([CH3:64])[CH2:52][O:53][Si](C(C)C)(C(C)C)C(C)C)[C:39]([NH:41][C:42]3[CH:47]=[CH:46][C:45]([Cl:48])=[CH:44][N:43]=3)=[O:40])=[C:31]2[CH:30]=[N:29]1, predict the reaction product. The product is: [Cl:19][C:20]1[CH:25]=[CH:24][CH:23]=[C:22]([C:26]#[N:27])[C:21]=1[N:28]1[C:32]2[N:33]=[CH:34][N:35]=[C:36]([O:37][C@@H:38]([CH2:49][O:50][C@H:51]([CH3:64])[CH2:52][OH:53])[C:39]([NH:41][C:42]3[CH:47]=[CH:46][C:45]([Cl:48])=[CH:44][N:43]=3)=[O:40])[C:31]=2[CH:30]=[N:29]1. (6) Given the reactants [Br:1][CH:2]([C:6]1[CH:11]=[CH:10][CH:9]=[CH:8][CH:7]=1)[C:3]([OH:5])=[O:4].Cl(O)(=O)(=O)=O.C(=O)(O)[O-].[Na+], predict the reaction product. The product is: [Br:1][CH:2]([C:6]1[CH:11]=[CH:10][CH:9]=[CH:8][CH:7]=1)[C:3]([O:5][C:6]([CH3:11])([CH3:7])[CH3:2])=[O:4].